Predict the reaction yield, written as a fraction of the theoretical maximum amount of product (1.0 means a 100% yield; for example, 0.34 means a 34% yield). From a dataset of Reaction yield outcomes from USPTO patents with 853,638 reactions. (1) The reactants are C(O)(=O)C.[CH2:5]([O:9][C:10]1[CH:15]=[CH:14][C:13](/[CH:16]=[CH:17]/[N+:18]([O-:20])=[O:19])=[CH:12][CH:11]=1)[CH2:6][CH2:7][CH3:8].[BH4-].[Na+]. The catalyst is CS(C)=O. The product is [CH2:5]([O:9][C:10]1[CH:15]=[CH:14][C:13]([CH2:16][CH2:17][N+:18]([O-:20])=[O:19])=[CH:12][CH:11]=1)[CH2:6][CH2:7][CH3:8]. The yield is 0.760. (2) The reactants are [CH2:1]([O:3][C:4](=[O:10])[CH2:5][S:6]([CH3:9])(=[O:8])=[O:7])[CH3:2].[H-].[Na+].I[CH2:14][CH3:15].[Cl-].[NH4+]. The catalyst is CN(C=O)C.O. The product is [CH3:9][S:6]([CH:5]([CH2:14][CH3:15])[C:4]([O:3][CH2:1][CH3:2])=[O:10])(=[O:8])=[O:7]. The yield is 0.260. (3) The reactants are [Cl:1][C:2]1[CH:3]=[C:4]([CH:7]=[CH:8][C:9]=1[O:10][CH2:11][CH2:12][CH2:13][N:14]1[CH2:20][CH2:19][CH2:18][N:17]([CH3:21])[CH2:16][CH2:15]1)[CH:5]=O.[C:22]([C:26]1[CH:27]=[C:28]([NH2:33])[C:29]([NH2:32])=[CH:30][CH:31]=1)([CH3:25])([CH3:24])[CH3:23]. No catalyst specified. The product is [C:22]([C:26]1[CH:31]=[CH:30][C:29]2[NH:32][C:5]([C:4]3[CH:7]=[CH:8][C:9]([O:10][CH2:11][CH2:12][CH2:13][N:14]4[CH2:20][CH2:19][CH2:18][N:17]([CH3:21])[CH2:16][CH2:15]4)=[C:2]([Cl:1])[CH:3]=3)=[N:33][C:28]=2[CH:27]=1)([CH3:25])([CH3:23])[CH3:24]. The yield is 0.340. (4) The reactants are [NH:1]1[C:9]2[C:4](=[CH:5][CH:6]=[CH:7][CH:8]=2)[C:3]2([CH2:14][CH2:13][CH2:12][CH2:11][CH2:10]2)[C:2]1=[O:15].C([O-])(=O)C.[Na+].[Br:21]Br. The catalyst is C(O)(=O)C. The product is [Br:21][C:6]1[CH:5]=[C:4]2[C:9](=[CH:8][CH:7]=1)[NH:1][C:2](=[O:15])[C:3]12[CH2:14][CH2:13][CH2:12][CH2:11][CH2:10]1. The yield is 0.670.